Dataset: Forward reaction prediction with 1.9M reactions from USPTO patents (1976-2016). Task: Predict the product of the given reaction. (1) Given the reactants CS(O[CH2:6][CH2:7][C:8]1[CH:13]=[CH:12][C:11]([NH:14][C:15]2[N:20]=[CH:19][C:18]([Br:21])=[CH:17][N:16]=2)=[CH:10][CH:9]=1)(=O)=O.[NH:22]1[CH2:31][CH2:30][CH:25]([C:26]([O:28][CH3:29])=[O:27])[CH2:24][CH2:23]1.C([O-])([O-])=O.[Na+].[Na+], predict the reaction product. The product is: [Br:21][C:18]1[CH:17]=[N:16][C:15]([NH:14][C:11]2[CH:12]=[CH:13][C:8]([CH2:7][CH2:6][N:22]3[CH2:31][CH2:30][CH:25]([C:26]([O:28][CH3:29])=[O:27])[CH2:24][CH2:23]3)=[CH:9][CH:10]=2)=[N:20][CH:19]=1. (2) Given the reactants C(O[C:4]1[C:5](=[O:16])[C:6](=[O:15])[C:7]=1[NH:8][C:9]1[CH:14]=[CH:13][N:12]=[CH:11][CH:10]=1)C.[Cl:17][C:18]1[CH:23]=[CH:22][C:21]([NH:24][CH2:25][CH2:26][CH2:27][CH2:28][CH2:29][CH2:30][NH2:31])=[CH:20][CH:19]=1, predict the reaction product. The product is: [Cl:17][C:18]1[CH:19]=[CH:20][C:21]([NH:24][CH2:25][CH2:26][CH2:27][CH2:28][CH2:29][CH2:30][NH:31][C:4]2[C:5](=[O:16])[C:6](=[O:15])[C:7]=2[NH:8][C:9]2[CH:10]=[CH:11][N:12]=[CH:13][CH:14]=2)=[CH:22][CH:23]=1.